From a dataset of Reaction yield outcomes from USPTO patents with 853,638 reactions. Predict the reaction yield, written as a fraction of the theoretical maximum amount of product (1.0 means a 100% yield; for example, 0.34 means a 34% yield). (1) The reactants are C([NH:5][S:6]([C:9]1[S:13][C:12]([C:14]2[N:15]=[CH:16][N:17]([C:19]3[N:24]=[C:23]([C:25]4[CH:30]=[CH:29][C:28]([Cl:31])=[CH:27][CH:26]=4)[CH:22]=[C:21]([CH3:32])[N:20]=3)[CH:18]=2)=[N:11][CH:10]=1)(=[O:8])=[O:7])(C)(C)C.C(O)(C(F)(F)F)=O. The catalyst is ClCCl. The product is [Cl:31][C:28]1[CH:29]=[CH:30][C:25]([C:23]2[CH:22]=[C:21]([CH3:32])[N:20]=[C:19]([N:17]3[CH:18]=[C:14]([C:12]4[S:13][C:9]([S:6]([NH2:5])(=[O:7])=[O:8])=[CH:10][N:11]=4)[N:15]=[CH:16]3)[N:24]=2)=[CH:26][CH:27]=1. The yield is 0.0500. (2) The reactants are Cl.[NH2:2][OH:3].N.OC1C=C[CH:9]=[C:10]2[C:15]=1[N:14]=[CH:13][CH:12]=[CH:11]2.C(C1(CC#N)[O:23][CH2:22][CH2:21][O:20]1)(C)C. The catalyst is CO. The product is [OH:3][N:2]=[C:13]([NH2:14])[CH2:12][C:11]1([CH:10]([CH3:9])[CH3:15])[O:23][CH2:22][CH2:21][O:20]1. The yield is 0.940. (3) The reactants are [Br:1][C:2]1[CH:3]=[N:4][C:5]2[N:6]([N:8]=[C:9]([C:11]([OH:13])=O)[CH:10]=2)[CH:7]=1.[CH3:14][CH:15]1[C:24]2[C:19](=[CH:20][CH:21]=[C:22]([C:25]([F:28])([F:27])[F:26])[CH:23]=2)[CH2:18][CH2:17][NH:16]1. No catalyst specified. The product is [Br:1][C:2]1[CH:3]=[N:4][C:5]2[N:6]([N:8]=[C:9]([C:11]([N:16]3[CH2:17][CH2:18][C:19]4[C:24](=[CH:23][C:22]([C:25]([F:26])([F:28])[F:27])=[CH:21][CH:20]=4)[CH:15]3[CH3:14])=[O:13])[CH:10]=2)[CH:7]=1. The yield is 0.180. (4) The reactants are [AlH4-].[Li+].[NH2:3][C:4]1([C:10](O)=[O:11])[CH2:9][CH2:8][CH2:7][CH2:6][CH2:5]1.C(=O)([O-])[O-].[Na+].[Na+].C(=O)([O-])[O-]. The catalyst is O1CCCC1.C(Cl)Cl. The product is [NH2:3][C:4]1([CH2:10][OH:11])[CH2:9][CH2:8][CH2:7][CH2:6][CH2:5]1. The yield is 0.990.